This data is from Reaction yield outcomes from USPTO patents with 853,638 reactions. The task is: Predict the reaction yield, written as a fraction of the theoretical maximum amount of product (1.0 means a 100% yield; for example, 0.34 means a 34% yield). (1) The reactants are [NH2:1][C:2]1[C:7]([F:8])=[C:6](Cl)[N:5]=[C:4]([C:10]([O:12][CH3:13])=[O:11])[C:3]=1[Cl:14].[CH:15]([Sn](CCCC)(CCCC)CCCC)=[CH2:16]. The catalyst is ClCCCl.Cl[Pd](Cl)([P](C1C=CC=CC=1)(C1C=CC=CC=1)C1C=CC=CC=1)[P](C1C=CC=CC=1)(C1C=CC=CC=1)C1C=CC=CC=1. The product is [NH2:1][C:2]1[C:7]([F:8])=[C:6]([CH:15]=[CH2:16])[N:5]=[C:4]([C:10]([O:12][CH3:13])=[O:11])[C:3]=1[Cl:14]. The yield is 0.860. (2) The reactants are [F:1][C:2]1[CH:7]=[CH:6][C:5]([N:8]2[CH2:13][CH2:12][N:11]([CH2:14][CH2:15][CH2:16][N:17]3[CH2:23][CH2:22][C:21](=[O:24])[C:20]4[N:25]([CH3:28])[CH:26]=[CH:27][C:19]=4[S:18]3(=[O:30])=[O:29])[CH2:10][CH2:9]2)=[CH:4][CH:3]=1.[BH4-].[Na+].[Cl-].[NH4+].C(=O)([O-])O.[Na+]. The catalyst is C(O)C. The product is [F:1][C:2]1[CH:3]=[CH:4][C:5]([N:8]2[CH2:13][CH2:12][N:11]([CH2:14][CH2:15][CH2:16][N:17]3[CH2:23][CH2:22][CH:21]([OH:24])[C:20]4[N:25]([CH3:28])[CH:26]=[CH:27][C:19]=4[S:18]3(=[O:30])=[O:29])[CH2:10][CH2:9]2)=[CH:6][CH:7]=1. The yield is 0.770. (3) The reactants are [CH:1]1[CH:2]=[CH:3][C:4]([NH:11][C:12]2[C:13]([Cl:19])=[CH:14][CH:15]=[CH:16][C:17]=2[Cl:18])=[C:5]([CH2:7][C:8]([O-:10])=[O:9])[CH:6]=1.[Na+].[CH2:21]([OH:27])[CH2:22][O:23][CH2:24][CH2:25]O.S(=O)(=O)(O)O.C([O-])([O-])=O.[K+].[K+]. The catalyst is C1(C)C=CC=CC=1. The product is [Cl:19][C:13]1[CH:14]=[CH:15][CH:16]=[C:17]([Cl:18])[C:12]=1[NH:11][C:4]1[CH:3]=[CH:2][CH:1]=[CH:6][C:5]=1[CH2:7][C:8]([O:10][CH2:25][CH2:24][O:23][CH2:22][CH2:21][OH:27])=[O:9]. The yield is 0.850. (4) The reactants are [CH3:1][C:2]1([C:5]#[C:6][C:7]2[CH:12]=[C:11]([N+:13]([O-:15])=[O:14])[CH:10]=[CH:9][C:8]=2[NH:16]C(=O)CCC)[CH2:4][CH2:3]1.CCCC[N+](CCCC)(CCCC)CCCC.[F-]. The catalyst is C1COCC1. The product is [CH3:1][C:2]1([C:5]2[NH:16][C:8]3[C:7]([CH:6]=2)=[CH:12][C:11]([N+:13]([O-:15])=[O:14])=[CH:10][CH:9]=3)[CH2:4][CH2:3]1. The yield is 0.710. (5) The yield is 0.640. The reactants are [N:1]1([C:7]2[CH:12]=[CH:11][C:10]([NH:13][C:14]([C:16]3[O:17][C:18]4[C:23]([C:24](=[O:26])[CH:25]=3)=[CH:22][C:21]([O:27][CH3:28])=[CH:20][C:19]=4[N:29]3[CH2:34][CH2:33][N:32](C)[CH2:31][CH2:30]3)=[O:15])=[CH:9][CH:8]=2)[CH2:6][CH2:5][O:4][CH2:3][CH2:2]1.ClC(OC(Cl)C)=O.[I-].[Na+]. The catalyst is ClCCCl. The product is [N:1]1([C:7]2[CH:8]=[CH:9][C:10]([NH:13][C:14]([C:16]3[O:17][C:18]4[C:23]([C:24](=[O:26])[CH:25]=3)=[CH:22][C:21]([O:27][CH3:28])=[CH:20][C:19]=4[N:29]3[CH2:30][CH2:31][NH:32][CH2:33][CH2:34]3)=[O:15])=[CH:11][CH:12]=2)[CH2:6][CH2:5][O:4][CH2:3][CH2:2]1.